From a dataset of Reaction yield outcomes from USPTO patents with 853,638 reactions. Predict the reaction yield, written as a fraction of the theoretical maximum amount of product (1.0 means a 100% yield; for example, 0.34 means a 34% yield). (1) The reactants are Cl[C:2]1[N:11]=[C:10]([N:12]2[CH2:17][CH2:16][O:15][CH2:14][CH2:13]2)[C:9]2[C:4](=[CH:5][C:6]([C:18]3[O:19][C:20]([CH3:23])=[CH:21][CH:22]=3)=[CH:7][CH:8]=2)[N:3]=1.CC1(C)C(C)(C)OB([C:32]2[CH:37]=[CH:36][C:35]([NH:38][C:39](=[O:51])[NH:40][C:41]3[CH:46]=[CH:45][C:44]([NH:47][C:48](=[O:50])[CH3:49])=[CH:43][CH:42]=3)=[CH:34][CH:33]=2)O1.C(=O)([O-])[O-].[Cs+].[Cs+].C1(C)C=CC=CC=1. The product is [CH3:23][C:20]1[O:19][C:18]([C:6]2[CH:5]=[C:4]3[C:9]([C:10]([N:12]4[CH2:17][CH2:16][O:15][CH2:14][CH2:13]4)=[N:11][C:2]([C:32]4[CH:33]=[CH:34][C:35]([NH:38][C:39](=[O:51])[NH:40][C:41]5[CH:42]=[CH:43][C:44]([NH:47][C:48](=[O:50])[CH3:49])=[CH:45][CH:46]=5)=[CH:36][CH:37]=4)=[N:3]3)=[CH:8][CH:7]=2)=[CH:22][CH:21]=1. The catalyst is O.CCO. The yield is 0.100. (2) The reactants are [H-].[Na+].[F:3][C:4]([F:11])([F:10])[C:5](OCC)=[O:6].[C:12]([C:15]1[CH:25]=[C:24]([F:26])[C:18]2[O:19][CH2:20][C:21](=[O:23])[NH:22][C:17]=2[CH:16]=1)(=[O:14])[CH3:13].Cl. The catalyst is C1COCC1.C(O)C. The product is [F:3][C:4]([F:11])([F:10])[C:5](=[O:6])[CH2:13][C:12]([C:15]1[CH:25]=[C:24]([F:26])[C:18]2[O:19][CH2:20][C:21](=[O:23])[NH:22][C:17]=2[CH:16]=1)=[O:14]. The yield is 0.390. (3) The reactants are [H-].[Na+].[F:3][C:4]1[CH:9]=[C:8]([O:10][CH2:11][CH2:12][OH:13])[CH:7]=[C:6]([F:14])[C:5]=1[N:15]1[CH2:20][CH2:19][N:18]([C:21]2[NH:22][C:23](=[O:31])[C:24]3[CH:29]=[N:28][N:27]([CH3:30])[C:25]=3[N:26]=2)[CH2:17][CH2:16]1.[CH2:32]([O:39][P:40](O[P:40](=[O:41])([O:42][CH2:43][C:44]1[CH:49]=[CH:48][CH:47]=[CH:46][CH:45]=1)[O:39][CH2:32][C:33]1[CH:34]=[CH:35][CH:36]=[CH:37][CH:38]=1)([O:42][CH2:43][C:44]1[CH:49]=[CH:48][CH:47]=[CH:46][CH:45]=1)=[O:41])[C:33]1[CH:38]=[CH:37][CH:36]=[CH:35][CH:34]=1. The catalyst is C1COCC1.C(OCC)(=O)C. The product is [P:40]([O:13][CH2:12][CH2:11][O:10][C:8]1[CH:9]=[C:4]([F:3])[C:5]([N:15]2[CH2:16][CH2:17][N:18]([C:21]3[NH:22][C:23](=[O:31])[C:24]4[CH:29]=[N:28][N:27]([CH3:30])[C:25]=4[N:26]=3)[CH2:19][CH2:20]2)=[C:6]([F:14])[CH:7]=1)([O:39][CH2:32][C:33]1[CH:38]=[CH:37][CH:36]=[CH:35][CH:34]=1)([O:42][CH2:43][C:44]1[CH:49]=[CH:48][CH:47]=[CH:46][CH:45]=1)=[O:41]. The yield is 0.460. (4) The reactants are [O:1]=[C:2]1[O:6][N:5]=[C:4](/[C:7](=[N:14]\[O:15][CH2:16][C:17]2[N:22]=[C:21]([NH:23][C:24](=[O:30])[O:25][C:26]([CH3:29])([CH3:28])[CH3:27])[CH:20]=[CH:19][CH:18]=2)/[C:8]2[CH:13]=[CH:12][CH:11]=[CH:10][CH:9]=2)[NH:3]1.[C:31](=O)([O-])[O-].[K+].[K+].IC. The catalyst is CC#N.CN(C=O)C. The product is [CH3:31][N:3]1[C:2](=[O:1])[O:6][N:5]=[C:4]1/[C:7](=[N:14]\[O:15][CH2:16][C:17]1[N:22]=[C:21]([NH:23][C:24](=[O:30])[O:25][C:26]([CH3:27])([CH3:29])[CH3:28])[CH:20]=[CH:19][CH:18]=1)/[C:8]1[CH:13]=[CH:12][CH:11]=[CH:10][CH:9]=1. The yield is 0.860. (5) The reactants are COC(=O)[C:4]1C=C[C:7]([NH:10][C:11]([N:13]2[CH2:17][C@@H:16]([CH2:18][C:19]([CH3:22])([CH3:21])[CH3:20])[C@@:15]([C:25]3[CH:30]=[CH:29][C:28]([Cl:31])=[CH:27][C:26]=3[F:32])([C:23]#[N:24])[C@H:14]2[C:33]2[CH:38]=[CH:37][CH:36]=[C:35]([Cl:39])[C:34]=2[F:40])=[O:12])=[CH:6][C:5]=1OC.[Li+].[OH-:45].[CH2:46]1[CH2:50][O:49][CH2:48][CH2:47]1. The catalyst is O. The product is [Cl:39][C:35]1[C:34]([F:40])=[C:33]([C@@H:14]2[C@:15]([C:25]3[CH:30]=[CH:29][C:28]([Cl:31])=[CH:27][C:26]=3[F:32])([C:23]#[N:24])[C@H:16]([CH2:18][C:19]([CH3:20])([CH3:22])[CH3:21])[CH2:17][N:13]2[C:11]([NH:10][CH2:7][CH:6]2[CH2:5][CH2:4][CH:47]([C:48]([OH:45])=[O:49])[CH2:46][CH2:50]2)=[O:12])[CH:38]=[CH:37][CH:36]=1. The yield is 0.992. (6) The catalyst is C(#N)C.[Cu](Cl)Cl. The reactants are [N:1]1[NH:2][C:3](=[O:16])[CH2:4][CH:5]2[CH2:11][CH2:10][CH2:9][C:8]3[CH:12]=[CH:13][CH:14]=[CH:15][C:7]=3[C:6]=12. The yield is 0.900. The product is [O:16]=[C:3]1[NH:2][N:1]=[C:6]2[C:7]3[CH:15]=[CH:14][CH:13]=[CH:12][C:8]=3[CH2:9][CH2:10][CH2:11][C:5]2=[CH:4]1. (7) The reactants are C([O:8][CH2:9][C@@H:10]([O:13][Si:14]([C:17]([CH3:20])([CH3:19])[CH3:18])([CH3:16])[CH3:15])[CH2:11][CH3:12])C1C=CC=CC=1. The catalyst is C(OCC)(=O)C.[Pd]. The product is [Si:14]([O:13][C@@H:10]([CH2:11][CH3:12])[CH2:9][OH:8])([C:17]([CH3:20])([CH3:19])[CH3:18])([CH3:15])[CH3:16]. The yield is 0.970.